This data is from Reaction yield outcomes from USPTO patents with 853,638 reactions. The task is: Predict the reaction yield, written as a fraction of the theoretical maximum amount of product (1.0 means a 100% yield; for example, 0.34 means a 34% yield). (1) The product is [S:15]1[CH2:16][CH2:17][CH:12]([C:8]2[CH:9]=[C:10]([N:11]([CH2:36][O:39][CH2:33][CH2:35][Si:19]([CH3:21])([CH3:20])[CH3:18])[CH2:25][O:24][CH2:23][CH2:22][Si:19]([CH3:21])([CH3:20])[CH3:18])[N:3]3[N:4]=[CH:5][CH:6]=[C:2]3[N:1]=2)[CH2:13][CH2:14]1. The yield is 0.970. The reactants are [NH2:1][C:2]1[CH:6]=[CH:5][NH:4][N:3]=1.O=[C:8]([CH:12]1[CH2:17][CH2:16][S:15][CH2:14][CH2:13]1)[CH2:9][C:10]#[N:11].[CH3:18][Si:19]([CH2:22][CH2:23][O:24][CH2:25]Cl)([CH3:21])[CH3:20].CCN([CH:33]([CH3:35])C)C(C)C.[C:36]([OH:39])(=O)C. The catalyst is C(Cl)Cl. (2) The catalyst is N1C=CC=CC=1. The product is [OH:6][CH:4]([CH3:5])[CH:3]([NH:7][C:8]([C:10]1[C:23]2[C:18]([N:17]=[C:16]3[C:11]=1[CH:12]=[CH:13][CH:14]=[CH:15]3)=[CH:19][CH:20]=[CH:21][CH:22]=2)=[O:9])[CH2:2][O:1][C:30]([C:37]1[CH:42]=[CH:41][CH:40]=[CH:39][CH:38]=1)([C:31]1[CH:32]=[CH:33][C:34]([O:49][CH3:48])=[CH:35][CH:36]=1)[C:29]1[CH:44]=[CH:45][C:26]([O:25][CH3:24])=[CH:27][CH:28]=1. The reactants are [OH:1][CH2:2][CH:3]([NH:7][C:8]([C:10]1[C:11]2[C:16]([N:17]=[C:18]3[C:23]=1[CH:22]=[CH:21][CH:20]=[CH:19]3)=[CH:15][CH:14]=[CH:13][CH:12]=2)=[O:9])[CH:4]([OH:6])[CH3:5].[CH3:24][O:25][C:26]1(OC)[CH:45]=[CH:44][C:29]([C:30](Cl)([C:37]2[CH:42]=[CH:41][CH:40]=[CH:39][CH:38]=2)[C:31]2[CH:36]=[CH:35][CH:34]=[CH:33][CH:32]=2)=[CH:28][CH2:27]1.[CH3:48][OH:49]. The yield is 0.550. (3) The yield is 0.454. The catalyst is CCCCO. The product is [Br:10][C:11]1[C:12]([N:5]2[CH2:6][CH2:7][CH2:8][CH:3]([N:2]([CH3:9])[CH3:1])[CH2:4]2)=[C:13]2[C:19]([NH:20][C:21](=[O:28])[C:22]3[CH:27]=[CH:26][CH:25]=[N:24][CH:23]=3)=[CH:18][NH:17][C:14]2=[N:15][CH:16]=1. The reactants are [CH3:1][N:2]([CH3:9])[CH:3]1[CH2:8][CH2:7][CH2:6][NH:5][CH2:4]1.[Br:10][C:11]1[C:12](F)=[C:13]2[C:19]([NH:20][C:21](=[O:28])[C:22]3[CH:27]=[CH:26][CH:25]=[N:24][CH:23]=3)=[CH:18][NH:17][C:14]2=[N:15][CH:16]=1. (4) The reactants are [NH2:1][C:2]1[C:7]([C:8](=[O:15])[C:9]2[CH:14]=[CH:13][CH:12]=[CH:11][CH:10]=2)=[CH:6][CH:5]=[CH:4][C:3]=1[CH2:16][C:17]([NH2:19])=[O:18].[BH4-].[Na+]. The catalyst is C(O)C. The product is [NH2:1][C:2]1[C:7]([CH:8]([OH:15])[C:9]2[CH:14]=[CH:13][CH:12]=[CH:11][CH:10]=2)=[CH:6][CH:5]=[CH:4][C:3]=1[CH2:16][C:17]([NH2:19])=[O:18]. The yield is 0.750.